Dataset: Forward reaction prediction with 1.9M reactions from USPTO patents (1976-2016). Task: Predict the product of the given reaction. (1) The product is: [CH2:28]([NH:30][C:31]([N:9]1[C@H:6]2[CH2:7][CH2:8][C@@H:2]1[CH2:3][N:4]([C:10]1[CH:15]=[CH:14][N:13]=[C:12]([NH:16][C:17]3[CH:22]=[N:21][C:20]([C:23](=[O:24])[NH:25][CH3:26])=[C:19]([CH3:27])[CH:18]=3)[N:11]=1)[CH2:5]2)=[O:32])[CH3:29]. Given the reactants Cl.[C@@H:2]12[NH:9][C@@H:6]([CH2:7][CH2:8]1)[CH2:5][N:4]([C:10]1[CH:15]=[CH:14][N:13]=[C:12]([NH:16][C:17]3[CH:18]=[C:19]([CH3:27])[C:20]([C:23]([NH:25][CH3:26])=[O:24])=[N:21][CH:22]=3)[N:11]=1)[CH2:3]2.[CH2:28]([NH:30][C:31](N1C=CN=C1)=[O:32])[CH3:29], predict the reaction product. (2) Given the reactants [C:1]([C:4]1[CH:5]=[CH:6][C:7]([O:22][CH2:23][CH:24]2[CH2:26][CH2:25]2)=[C:8]([C:10]2[C:11]3[NH:18][CH:17]=[C:16]([C:19](O)=[O:20])[C:12]=3[N:13]=[CH:14][N:15]=2)[CH:9]=1)(=[O:3])[CH3:2].Cl.CN(C)CCCN=C=NCC.C(N(CC)CC)C.ON1C2C=CC=CC=2N=N1.Cl.[NH2:57][CH:58]1[CH2:63][CH2:62][N:61]([C:64](=[O:68])[C@@H:65]([OH:67])[CH3:66])[CH2:60][CH2:59]1, predict the reaction product. The product is: [OH:67][C@@H:65]([CH3:66])[C:64]([N:61]1[CH2:62][CH2:63][CH:58]([NH:57][C:19]([C:16]2[C:12]3[N:13]=[CH:14][N:15]=[C:10]([C:8]4[CH:9]=[C:4]([C:1](=[O:3])[CH3:2])[CH:5]=[CH:6][C:7]=4[O:22][CH2:23][CH:24]4[CH2:25][CH2:26]4)[C:11]=3[NH:18][CH:17]=2)=[O:20])[CH2:59][CH2:60]1)=[O:68]. (3) Given the reactants CS[CH2:3][CH2:4][C@H:5]([NH:19][C:20](=[O:26])[O:21][C:22]([CH3:25])([CH3:24])[CH3:23])[C:6]([NH:8][C:9]1[CH:10]=[C:11]2[C:15](=[CH:16][CH:17]=1)[C:14](=[O:18])[CH2:13][CH2:12]2)=[O:7].IC.C(=O)([O-])[O-].[Cs+].[Cs+], predict the reaction product. The product is: [O:7]=[C:6]1[C@@H:5]([NH:19][C:20](=[O:26])[O:21][C:22]([CH3:25])([CH3:24])[CH3:23])[CH2:4][CH2:3][N:8]1[C:9]1[CH:10]=[C:11]2[C:15](=[CH:16][CH:17]=1)[C:14](=[O:18])[CH2:13][CH2:12]2. (4) Given the reactants CN(C=O)C.[F:6][C:7]1[CH:8]=[C:9]([CH:13]=[C:14]([F:17])[C:15]=1[F:16])[C:10]([OH:12])=[O:11].[CH2:18](Br)[C:19]#[CH:20].C(=O)([O-])[O-].[K+].[K+], predict the reaction product. The product is: [F:6][C:7]1[CH:8]=[C:9]([CH:13]=[C:14]([F:17])[C:15]=1[F:16])[C:10]([O:12][CH2:20][C:19]#[CH:18])=[O:11]. (5) Given the reactants [C:1]([C:5]1[O:6][C:7]([OH:10])=[CH:8][N:9]=1)([CH3:4])([CH3:3])[CH3:2].C1N2CN3CN(C2)CN1C3.FC(F)(F)[C:23](O)=[O:24], predict the reaction product. The product is: [C:1]([C:5]1[O:6][C:7]([OH:10])=[C:8]([CH:23]=[O:24])[N:9]=1)([CH3:4])([CH3:3])[CH3:2]. (6) Given the reactants [F:1][C:2]1[CH:7]=[CH:6][C:5]([C:8](=O)[CH2:9][C:10](=O)[CH3:11])=[CH:4][CH:3]=1.Cl.[CH2:15]([O:22][CH2:23][CH2:24][CH2:25][CH2:26][NH:27][NH2:28])[C:16]1[CH:21]=[CH:20][CH:19]=[CH:18][CH:17]=1.Cl, predict the reaction product. The product is: [CH2:15]([O:22][CH2:23][CH2:24][CH2:25][CH2:26][N:27]1[C:8]([C:5]2[CH:6]=[CH:7][C:2]([F:1])=[CH:3][CH:4]=2)=[CH:9][C:10]([CH3:11])=[N:28]1)[C:16]1[CH:21]=[CH:20][CH:19]=[CH:18][CH:17]=1.